This data is from Full USPTO retrosynthesis dataset with 1.9M reactions from patents (1976-2016). The task is: Predict the reactants needed to synthesize the given product. (1) Given the product [NH:1]1[C:5]2=[N:6][CH:7]=[CH:8][CH:9]=[C:4]2[C:3]([CH:10]=[C:11]2[O:15][C:14]([NH:16][C:17]3[CH:22]=[CH:21][C:20]([F:23])=[CH:19][C:18]=3[F:24])=[C:13]([C:25]([OH:27])=[O:26])[C:12]2=[O:30])=[CH:2]1, predict the reactants needed to synthesize it. The reactants are: [NH:1]1[C:5]2=[N:6][CH:7]=[CH:8][CH:9]=[C:4]2[C:3]([CH:10]=[C:11]2[O:15][C:14]([NH:16][C:17]3[CH:22]=[CH:21][C:20]([F:23])=[CH:19][C:18]=3[F:24])=[C:13]([C:25]([O:27]CC)=[O:26])[C:12]2=[O:30])=[CH:2]1.[OH-].[K+]. (2) Given the product [Cl:32][CH2:33][CH2:34][C@H:35]([N:47]1[C:43](=[O:53])[C:44]2[C:45](=[CH:49][CH:50]=[CH:51][CH:52]=2)[C:46]1=[O:48])[C:37]1[CH:42]=[CH:41][CH:40]=[CH:39][CH:38]=1, predict the reactants needed to synthesize it. The reactants are: C1(P(C2C=CC=CC=2)C2C=CC=CC=2)C=CC=CC=1.N(C(OCC)=O)=NC(OCC)=O.[Cl:32][CH2:33][CH2:34][C@H:35]([C:37]1[CH:42]=[CH:41][CH:40]=[CH:39][CH:38]=1)O.[C:43]1(=[O:53])[NH:47][C:46](=[O:48])[C:45]2=[CH:49][CH:50]=[CH:51][CH:52]=[C:44]12. (3) Given the product [C:1]([O:5][C:6]([N:8]1[CH2:12][C@:11]([CH2:14][N:15]=[N+:16]=[N-:17])([F:36])[CH2:10][C@H:9]1[C:18](=[O:29])[NH:19][CH2:20][C:21]1[CH:26]=[CH:25][CH:24]=[C:23]([Cl:27])[C:22]=1[F:28])=[O:7])([CH3:4])([CH3:3])[CH3:2], predict the reactants needed to synthesize it. The reactants are: [C:1]([O:5][C:6]([N:8]1[CH2:12][C@@:11]([CH2:14][N:15]=[N+:16]=[N-:17])(O)[CH2:10][C@H:9]1[C:18](=[O:29])[NH:19][CH2:20][C:21]1[CH:26]=[CH:25][CH:24]=[C:23]([Cl:27])[C:22]=1[F:28])=[O:7])([CH3:4])([CH3:3])[CH3:2].CCN(S(F)(F)[F:36])CC.C([O-])(O)=O.[Na+]. (4) Given the product [Br:1][C:2]1[CH:24]=[N:23][C:5]2[N:6]=[CH:7][N:8]([NH:11][C:31]3[CH:32]=[C:33]([CH:36]=[CH:37][C:30]=3[S:27]([CH2:25][CH3:26])(=[O:28])=[O:29])[C:34]#[N:35])[C:9](=[O:10])[C:4]=2[CH:3]=1, predict the reactants needed to synthesize it. The reactants are: [Br:1][C:2]1[CH:24]=[N:23][C:5]2[N:6]=[CH:7][N:8]([NH:11]C3C=C(C=CC=3SCC)C#N)[C:9](=[O:10])[C:4]=2[CH:3]=1.[CH2:25]([S:27]([C:30]1[CH:37]=[CH:36][C:33]([C:34]#[N:35])=[CH:32][C:31]=1C)(=[O:29])=[O:28])[CH3:26]. (5) Given the product [N:27]1([C:32]2[CH:33]=[CH:34][C:35]([NH:38][C:39]3[C:44]([CH3:45])=[C:43]([NH:46][CH:47]4[CH2:49][CH2:48]4)[N:42]4[N:50]=[CH:51][C:52]([CH:53]=[C:20]5[CH2:25][C:24](=[O:26])[NH:23][C:21]5=[O:22])=[C:41]4[N:40]=3)=[CH:36][CH:37]=2)[CH:31]=[CH:30][CH:29]=[N:28]1, predict the reactants needed to synthesize it. The reactants are: C1(P(=[C:20]2[CH2:25][C:24](=[O:26])[NH:23][C:21]2=[O:22])(C2C=CC=CC=2)C2C=CC=CC=2)C=CC=CC=1.[N:27]1([C:32]2[CH:37]=[CH:36][C:35]([NH:38][C:39]3[C:44]([CH3:45])=[C:43]([NH:46][CH:47]4[CH2:49][CH2:48]4)[N:42]4[N:50]=[CH:51][C:52]([CH:53]=O)=[C:41]4[N:40]=3)=[CH:34][CH:33]=2)[CH:31]=[CH:30][CH:29]=[N:28]1. (6) The reactants are: C(OC1N=NC(C#CC2C=CC(C(F)(F)F)=CN=2)=CC=1OCC1C=CC=CC=1)C1C=CC=CC=1.[CH2:35]([O:42][C:43]1[N:44]=[N:45][C:46]([C:57]#[CH:58])=[CH:47][C:48]=1[O:49][CH2:50][C:51]1[CH:56]=[CH:55][CH:54]=[CH:53][CH:52]=1)[C:36]1[CH:41]=[CH:40][CH:39]=[CH:38][CH:37]=1.[F:59][CH:60]([F:69])[O:61][C:62]1[CH:67]=[CH:66][C:65](I)=[CH:64][CH:63]=1. Given the product [CH2:35]([O:42][C:43]1[N:44]=[N:45][C:46]([C:57]#[C:58][C:65]2[CH:66]=[CH:67][C:62]([O:61][CH:60]([F:69])[F:59])=[CH:63][CH:64]=2)=[CH:47][C:48]=1[O:49][CH2:50][C:51]1[CH:56]=[CH:55][CH:54]=[CH:53][CH:52]=1)[C:36]1[CH:37]=[CH:38][CH:39]=[CH:40][CH:41]=1, predict the reactants needed to synthesize it.